Predict which catalyst facilitates the given reaction. From a dataset of Catalyst prediction with 721,799 reactions and 888 catalyst types from USPTO. Reactant: [CH3:1][C:2]([S:18]([CH3:21])(=[O:20])=[O:19])([CH3:17])[CH2:3][C:4]1[N:8]([CH2:9][CH2:10][CH3:11])[N:7]=[C:6]([C:12](OCC)=[O:13])[CH:5]=1.[NH3:22]. Product: [CH3:1][C:2]([S:18]([CH3:21])(=[O:20])=[O:19])([CH3:17])[CH2:3][C:4]1[N:8]([CH2:9][CH2:10][CH3:11])[N:7]=[C:6]([C:12]([NH2:22])=[O:13])[CH:5]=1. The catalyst class is: 5.